Task: Predict the reactants needed to synthesize the given product.. Dataset: Full USPTO retrosynthesis dataset with 1.9M reactions from patents (1976-2016) (1) Given the product [Br-:2].[Cl:11][C:12]1[CH:19]=[CH:18][CH:17]=[CH:16][C:13]=1[CH2:14][Zn+:1], predict the reactants needed to synthesize it. The reactants are: [Zn:1].[Br:2]CCBr.Cl[Si](C)(C)C.[Cl:11][C:12]1[CH:19]=[CH:18][CH:17]=[CH:16][C:13]=1[CH2:14]Br. (2) Given the product [C:36]([O:40][C:41]([N:43]1[CH2:47][CH2:46][CH:45]([NH:48][CH2:28][C:24]2[CH:23]=[C:22]([O:21][C:17]3[CH:16]=[C:15]4[C:20](=[CH:19][CH:18]=3)[N:12]([C:10](=[O:11])[NH:9][C:5]3[CH:6]=[CH:7][CH:8]=[C:3]([C:2]([F:35])([F:34])[F:1])[CH:4]=3)[CH:13]=[CH:14]4)[N:27]=[CH:26][N:25]=2)[CH2:44]1)=[O:42])([CH3:39])([CH3:37])[CH3:38], predict the reactants needed to synthesize it. The reactants are: [F:1][C:2]([F:35])([F:34])[C:3]1[CH:4]=[C:5]([NH:9][C:10]([N:12]2[C:20]3[C:15](=[CH:16][C:17]([O:21][C:22]4[N:27]=[CH:26][N:25]=[C:24]([CH2:28]OS(C)(=O)=O)[CH:23]=4)=[CH:18][CH:19]=3)[CH:14]=[CH:13]2)=[O:11])[CH:6]=[CH:7][CH:8]=1.[C:36]([O:40][C:41]([N:43]1[CH2:47][CH2:46][CH:45]([NH2:48])[CH2:44]1)=[O:42])([CH3:39])([CH3:38])[CH3:37].C(N(C(C)C)CC)(C)C. (3) The reactants are: [Cl:1][CH2:2][CH2:3][C:4]1[C:5]([CH3:24])=[N:6][C:7]2[N:8]([C:11]([CH3:23])=[N:12][C:13]=2[C:14]2[C:19]([CH3:20])=[CH:18][C:17]([CH3:21])=[CH:16][C:15]=2[CH3:22])[C:9]=1O.CN(C)C1C=CC=CC=1.NC(CC)CC.O.P(Cl)(Cl)([Cl:43])=O. Given the product [Cl:43][C:9]1[N:8]2[C:11]([CH3:23])=[N:12][C:13]([C:14]3[C:19]([CH3:20])=[CH:18][C:17]([CH3:21])=[CH:16][C:15]=3[CH3:22])=[C:7]2[N:6]=[C:5]([CH3:24])[C:4]=1[CH2:3][CH2:2][Cl:1], predict the reactants needed to synthesize it. (4) Given the product [ClH:1].[Cl:1][C:2]1[CH:9]=[CH:8][C:5]([C:6]([NH2:17])=[NH:7])=[C:4]([F:10])[C:3]=1[O:11][CH3:12], predict the reactants needed to synthesize it. The reactants are: [Cl:1][C:2]1[CH:9]=[CH:8][C:5]([C:6]#[N:7])=[C:4]([F:10])[C:3]=1[O:11][CH3:12].C[Si]([N-:17][Si](C)(C)C)(C)C.[Li+].CC(O)C.Cl. (5) Given the product [F:17][C:18]1[CH:23]=[CH:22][C:21]([C:9]([C:4]2[CH:3]=[C:2]([Br:1])[CH:12]=[CH:11][C:5]=2[C:6]([OH:8])=[O:7])=[O:10])=[CH:20][CH:19]=1, predict the reactants needed to synthesize it. The reactants are: [Br:1][C:2]1[CH:3]=[C:4]2[C:9](=[O:10])[O:8][C:6](=[O:7])[C:5]2=[CH:11][CH:12]=1.[Cl-].[Al+3].[Cl-].[Cl-].[F:17][C:18]1[CH:23]=[CH:22][CH:21]=[CH:20][CH:19]=1. (6) Given the product [CH2:12]([N:14]([CH2:2][C:3]1[CH:10]=[C:7]([CH:8]=[O:9])[C:6]([OH:11])=[CH:5][CH:4]=1)[CH2:15][CH3:16])[CH3:13], predict the reactants needed to synthesize it. The reactants are: Cl[CH2:2][C:3]1[CH:10]=[C:7]([CH:8]=[O:9])[C:6]([OH:11])=[CH:5][CH:4]=1.[CH2:12]([NH:14][CH2:15][CH3:16])[CH3:13].